From a dataset of Reaction yield outcomes from USPTO patents with 853,638 reactions. Predict the reaction yield, written as a fraction of the theoretical maximum amount of product (1.0 means a 100% yield; for example, 0.34 means a 34% yield). The product is [CH2:38]([N:45]1[CH2:50][CH2:49][C:48]([O:54][CH2:55][CH3:56])([O:51][CH2:52][CH3:53])[CH:47]([NH:57][C:3]([C:5]2[C:13]3[C:8](=[CH:9][C:10]([C:14]4[CH:19]=[C:18]([F:20])[C:17]([O:21][CH2:22][O:23][CH2:24][CH2:25][Si:26]([CH3:29])([CH3:27])[CH3:28])=[CH:16][C:15]=4[CH2:30][CH3:31])=[CH:11][CH:12]=3)[N:7]([CH:32]3[CH2:37][CH2:36][CH2:35][CH2:34][O:33]3)[N:6]=2)=[NH:4])[CH2:46]1)[C:39]1[CH:40]=[CH:41][CH:42]=[CH:43][CH:44]=1. The catalyst is C(O)C. The yield is 0.450. The reactants are CO[C:3]([C:5]1[C:13]2[C:8](=[CH:9][C:10]([C:14]3[CH:19]=[C:18]([F:20])[C:17]([O:21][CH2:22][O:23][CH2:24][CH2:25][Si:26]([CH3:29])([CH3:28])[CH3:27])=[CH:16][C:15]=3[CH2:30][CH3:31])=[CH:11][CH:12]=2)[N:7]([CH:32]2[CH2:37][CH2:36][CH2:35][CH2:34][O:33]2)[N:6]=1)=[NH:4].[CH2:38]([N:45]1[CH2:50][CH2:49][C:48]([O:54][CH2:55][CH3:56])([O:51][CH2:52][CH3:53])[CH:47]([NH2:57])[CH2:46]1)[C:39]1[CH:44]=[CH:43][CH:42]=[CH:41][CH:40]=1.C(O)(=O)C.